Dataset: Catalyst prediction with 721,799 reactions and 888 catalyst types from USPTO. Task: Predict which catalyst facilitates the given reaction. (1) Reactant: C([O:8][C:9](=[O:37])[C@@H:10]([N:21]1[CH2:24][C:23]2([CH2:28][CH2:27][CH2:26][N:25]2[C:29]([O:31][C:32]([CH3:35])([CH3:34])[CH3:33])=[O:30])[C:22]1=[O:36])[C@H:11]([O:13]CC1C=CC=CC=1)[CH3:12])C1C=CC=CC=1. Product: [C:32]([O:31][C:29]([N:25]1[CH2:26][CH2:27][CH2:28][C:23]21[C:22](=[O:36])[N:21]([C@@H:10]([C@H:11]([OH:13])[CH3:12])[C:9]([OH:37])=[O:8])[CH2:24]2)=[O:30])([CH3:33])([CH3:34])[CH3:35]. The catalyst class is: 19. (2) Reactant: Br[C:2]1[CH:7]=[CH:6][CH:5]=[CH:4][C:3]=1[CH2:8][CH2:9][C:10]([N:12]([CH:22]([CH3:24])[CH3:23])[NH:13][C:14](=[O:21])[C:15]1[CH:20]=[CH:19][CH:18]=[CH:17][CH:16]=1)=[O:11].C([O-])([O-])=O.[Na+].[Na+].[CH3:31][C:32]1[CH:37]=[CH:36][C:35]([CH3:38])=[CH:34][C:33]=1B(O)O. The catalyst class is: 57. Product: [CH3:31][C:32]1[CH:37]=[CH:36][C:35]([CH3:38])=[CH:34][C:33]=1[C:2]1[CH:7]=[CH:6][CH:5]=[CH:4][C:3]=1[CH2:8][CH2:9][C:10]([N:12]([CH:22]([CH3:24])[CH3:23])[NH:13][C:14](=[O:21])[C:15]1[CH:20]=[CH:19][CH:18]=[CH:17][CH:16]=1)=[O:11]. (3) Reactant: [H-].[Al+3].[Li+].[H-].[H-].[H-].[CH:7]12[CH2:19][CH:11]([CH2:12][CH:13]([C:15](OC)=[O:16])[CH2:14]1)[CH2:10][N:9]([C:20]([O:22][C:23]([CH3:26])([CH3:25])[CH3:24])=[O:21])[CH2:8]2.O.[OH-].[Na+]. Product: [OH:16][CH2:15][CH:13]1[CH2:12][CH:11]2[CH2:19][CH:7]([CH2:8][N:9]([C:20]([O:22][C:23]([CH3:26])([CH3:25])[CH3:24])=[O:21])[CH2:10]2)[CH2:14]1. The catalyst class is: 1. (4) Reactant: [ClH:1].[OH:2][CH2:3][C:4]1[CH:9]=[CH:8][C:7]([C:10]2[S:14][C:13]3[CH:15]=[C:16]([OH:19])[CH:17]=[CH:18][C:12]=3[C:11]=2[O:20][C:21]2[CH:26]=[CH:25][C:24]([O:27][CH2:28][CH2:29][N:30]3[CH2:35][CH2:34][CH2:33][CH2:32][CH2:31]3)=[CH:23][CH:22]=2)=[CH:6][CH:5]=1.[CH2:36]([NH:40]C(C1C=CC(B(O)O)=CC=1)=O)[CH:37]([CH3:39])[CH3:38].[C:52](=O)([O-])[O-].[Na+].[Na+]. Product: [ClH:1].[CH2:36]([NH:40][C:3](=[O:2])[C:4]1[CH:9]=[CH:8][C:7]([C:10]2[S:14][C:13]3[CH:15]=[C:16]([O:19][CH3:52])[CH:17]=[CH:18][C:12]=3[C:11]=2[O:20][C:21]2[CH:26]=[CH:25][C:24]([O:27][CH2:28][CH2:29][N:30]3[CH2:35][CH2:34][CH2:33][CH2:32][CH2:31]3)=[CH:23][CH:22]=2)=[CH:6][CH:5]=1)[CH:37]([CH3:39])[CH3:38]. The catalyst class is: 203. (5) Reactant: [Br:1][C:2]1[CH:3]=[C:4]([CH2:8][CH2:9][CH2:10][C:11]([OH:13])=O)[CH:5]=[CH:6][CH:7]=1.C(N1C=CN=C1)(N1C=CN=C1)=O.O.[NH2:27][NH2:28]. Product: [Br:1][C:2]1[CH:3]=[C:4]([CH2:8][CH2:9][CH2:10][C:11]([NH:27][NH2:28])=[O:13])[CH:5]=[CH:6][CH:7]=1. The catalyst class is: 1. (6) Reactant: [NH2:1][C:2]1[N:7]([C:8]2[CH:13]=[CH:12][C:11]([N+:14]([O-])=O)=[CH:10][CH:9]=2)[CH2:6][N:5]=[C:4]2[S:17][CH:18]=[CH:19][C:3]=12.Cl.[Sn].[OH-].[NH4+]. Product: [NH2:1][C:2]1[N:7]([C:8]2[CH:9]=[CH:10][C:11]([NH2:14])=[CH:12][CH:13]=2)[CH2:6][N:5]=[C:4]2[S:17][CH:18]=[CH:19][C:3]=12. The catalyst class is: 13.